This data is from Full USPTO retrosynthesis dataset with 1.9M reactions from patents (1976-2016). The task is: Predict the reactants needed to synthesize the given product. (1) The reactants are: C([O:8][C:9]1[CH:28]=[CH:27][C:12]([O:13][CH:14]2[CH2:19][CH2:18][N:17]([C:20]([O:22][C:23]([CH3:26])([CH3:25])[CH3:24])=[O:21])[CH2:16][CH2:15]2)=[CH:11][CH:10]=1)C1C=CC=CC=1. Given the product [OH:8][C:9]1[CH:10]=[CH:11][C:12]([O:13][CH:14]2[CH2:19][CH2:18][N:17]([C:20]([O:22][C:23]([CH3:24])([CH3:25])[CH3:26])=[O:21])[CH2:16][CH2:15]2)=[CH:27][CH:28]=1, predict the reactants needed to synthesize it. (2) Given the product [F:35][C:36]1[CH:44]=[CH:43][CH:42]=[C:41]([F:45])[C:37]=1[C:38]([N:16]([CH2:17][CH2:18][N:19]1[CH2:20][CH2:21][O:22][CH2:23][CH2:24]1)[C:14]([N:13]([C:3]1[CH:4]=[CH:5][C:6]([S:8][C:9]([F:11])([F:12])[F:10])=[CH:7][C:2]=1[F:1])[CH3:25])=[O:15])=[O:39], predict the reactants needed to synthesize it. The reactants are: [F:1][C:2]1[CH:7]=[C:6]([S:8][C:9]([F:12])([F:11])[F:10])[CH:5]=[CH:4][C:3]=1[N:13]([CH3:25])[C:14]([NH:16][CH2:17][CH2:18][N:19]1[CH2:24][CH2:23][O:22][CH2:21][CH2:20]1)=[O:15].C(N(C(C)C)CC)(C)C.[F:35][C:36]1[CH:44]=[CH:43][CH:42]=[C:41]([F:45])[C:37]=1[C:38](Cl)=[O:39].C(OC)(C)(C)C. (3) Given the product [F:1][C:2]1[CH:3]=[CH:4][C:5]2[N:10]([CH2:15][CH2:14][CH2:13][Br:12])[CH2:9][CH2:8][O:7][C:6]=2[CH:11]=1, predict the reactants needed to synthesize it. The reactants are: [F:1][C:2]1[CH:3]=[CH:4][C:5]2[NH:10][CH2:9][CH2:8][O:7][C:6]=2[CH:11]=1.[Br:12][CH2:13][CH2:14][CH2:15]Br.C(=O)([O-])[O-].[Na+].[Na+]. (4) Given the product [Cl:29][C:30]1[CH:31]=[C:32]([C:37]2[O:41][C:40]([C:42]([N:16]3[CH2:20][CH2:19][S:18][CH2:17]3)=[O:44])=[CH:39][C:38]=2[C:45]2[CH:50]=[C:49]([F:51])[CH:48]=[C:47]([Cl:52])[CH:46]=2)[CH:33]=[CH:34][C:35]=1[F:36], predict the reactants needed to synthesize it. The reactants are: ClC1C=C(C2C=C(C([N:16]3[CH2:20][CH2:19][S:18][CH2:17]3)=O)OC=2C2C=C(C#N)C=CC=2)C=C(F)C=1.[Cl:29][C:30]1[CH:31]=[C:32]([C:37]2[O:41][C:40]([C:42]([OH:44])=O)=[CH:39][C:38]=2[C:45]2[CH:50]=[C:49]([F:51])[CH:48]=[C:47]([Cl:52])[CH:46]=2)[CH:33]=[CH:34][C:35]=1[F:36]. (5) Given the product [NH:1]1[C:9]2[C:4](=[CH:5][C:6]([NH:10][C:11]3[CH:16]=[C:15]([N:32]4[CH2:37][CH2:36][NH:35][CH2:34][CH2:33]4)[N:14]=[C:13]([C:18]4[CH:19]=[C:20]([CH:29]=[CH:30][CH:31]=4)[O:21][CH2:22][C:23]([NH:25][CH:26]([CH3:28])[CH3:27])=[O:24])[N:12]=3)=[CH:7][CH:8]=2)[CH:3]=[N:2]1, predict the reactants needed to synthesize it. The reactants are: [NH:1]1[C:9]2[C:4](=[CH:5][C:6]([NH:10][C:11]3[CH:16]=[C:15](Cl)[N:14]=[C:13]([C:18]4[CH:19]=[C:20]([CH:29]=[CH:30][CH:31]=4)[O:21][CH2:22][C:23]([NH:25][CH:26]([CH3:28])[CH3:27])=[O:24])[N:12]=3)=[CH:7][CH:8]=2)[CH:3]=[N:2]1.[NH:32]1[CH2:37][CH2:36][NH:35][CH2:34][CH2:33]1. (6) Given the product [NH2:1][C:4]1[CH:25]=[CH:24][CH:23]=[CH:22][C:5]=1[NH:6][C@@H:7]([C:16]1[CH:21]=[CH:20][CH:19]=[CH:18][CH:17]=1)[CH2:8][C:9]([O:11][C:12]([CH3:15])([CH3:14])[CH3:13])=[O:10], predict the reactants needed to synthesize it. The reactants are: [N+:1]([C:4]1[CH:25]=[CH:24][CH:23]=[CH:22][C:5]=1[NH:6][C@@H:7]([C:16]1[CH:21]=[CH:20][CH:19]=[CH:18][CH:17]=1)[CH2:8][C:9]([O:11][C:12]([CH3:15])([CH3:14])[CH3:13])=[O:10])([O-])=O.C([O-])=O.[NH4+].